From a dataset of Peptide-MHC class I binding affinity with 185,985 pairs from IEDB/IMGT. Regression. Given a peptide amino acid sequence and an MHC pseudo amino acid sequence, predict their binding affinity value. This is MHC class I binding data. (1) The binding affinity (normalized) is 0.0307. The MHC is HLA-A02:01 with pseudo-sequence HLA-A02:01. The peptide sequence is QQMDPEHRL. (2) The peptide sequence is ISEPTIHLV. The MHC is Mamu-A01 with pseudo-sequence Mamu-A01. The binding affinity (normalized) is 0.677.